This data is from Catalyst prediction with 721,799 reactions and 888 catalyst types from USPTO. The task is: Predict which catalyst facilitates the given reaction. (1) Reactant: C(N(CC)CC)C.[CH3:8][O:9][C:10]1[C:11]([C:19]2[CH:24]=[CH:23][CH:22]=[CH:21][CH:20]=2)=[CH:12][N:13]2[C:18]=1[CH:17]=[CH:16][CH:15]=[CH:14]2.[O:25]=[C:26]1[C:31]2[CH:32]=[C:33]([C:36](O)=[O:37])[CH:34]=[CH:35][C:30]=2[N:29]=[C:28]([C:39]2[CH:44]=[CH:43][CH:42]=[CH:41][CH:40]=2)[O:27]1. Product: [CH3:8][O:9][C:10]1[C:11]([C:19]2[CH:24]=[CH:23][CH:22]=[CH:21][CH:20]=2)=[C:12]([C:36]([C:33]2[CH:34]=[CH:35][C:30]3[N:29]=[C:28]([C:39]4[CH:44]=[CH:43][CH:42]=[CH:41][CH:40]=4)[O:27][C:26](=[O:25])[C:31]=3[CH:32]=2)=[O:37])[N:13]2[C:18]=1[CH:17]=[CH:16][CH:15]=[CH:14]2. The catalyst class is: 68. (2) Reactant: [CH2:1]([N:4]1[C:9]2[CH:10]=[C:11]([C:14](=[O:25])[CH2:15][C:16]3[CH:21]=[CH:20][C:19]([O:22][CH3:23])=[CH:18][C:17]=3[Cl:24])[CH:12]=[CH:13][C:8]=2[O:7][CH2:6][C:5]1=[O:26])[CH:2]=[CH2:3].[CH3:27]I. Product: [CH2:1]([N:4]1[C:9]2[CH:10]=[C:11]([C:14](=[O:25])[CH:15]([C:16]3[CH:21]=[CH:20][C:19]([O:22][CH3:23])=[CH:18][C:17]=3[Cl:24])[CH3:27])[CH:12]=[CH:13][C:8]=2[O:7][CH2:6][C:5]1=[O:26])[CH:2]=[CH2:3]. The catalyst class is: 8. (3) Reactant: [NH:1]1[C:5]([C:6]2[CH:12]=[CH:11][CH:10]=[CH:9][C:7]=2[NH2:8])=[CH:4][N:3]=[CH:2]1.N1C=CC=CC=1.[C:19](Cl)(=[O:21])[CH3:20]. Product: [NH:3]1[CH:4]=[C:5]([C:6]2[CH:12]=[CH:11][CH:10]=[CH:9][C:7]=2[NH:8][C:19](=[O:21])[CH3:20])[N:1]=[CH:2]1. The catalyst class is: 4. (4) Reactant: [CH3:1][S:2]([C:5]1[CH:10]=[CH:9][C:8](B(O)O)=[CH:7][CH:6]=1)(=[O:4])=[O:3].Br[C:15]1[N:20]=[CH:19][C:18]([OH:21])=[CH:17][CH:16]=1.C([O-])([O-])=O.[Na+].[Na+]. Product: [CH3:1][S:2]([C:5]1[CH:10]=[CH:9][C:8]([C:15]2[N:20]=[CH:19][C:18]([OH:21])=[CH:17][CH:16]=2)=[CH:7][CH:6]=1)(=[O:4])=[O:3]. The catalyst class is: 104. (5) Reactant: C(OC([N:8]1[CH2:13][CH2:12][CH:11]([N:14]2[C:18]3[CH:19]=[CH:20][CH:21]=[CH:22][C:17]=3[NH:16][C:15]2=[O:23])[CH2:10][CH2:9]1)=O)(C)(C)C.Br[CH2:25][CH2:26][CH2:27][N:28]1[C:32](=[O:33])[C:31]2=[CH:34][CH:35]=[CH:36][CH:37]=[C:30]2[C:29]1=[O:38].C(=O)([O-])[O-].[Cs+].[Cs+]. Product: [NH:8]1[CH2:9][CH2:10][CH:11]([N:14]2[C:18]3[CH:19]=[CH:20][CH:21]=[CH:22][C:17]=3[N:16]([CH2:25][CH2:26][CH2:27][N:28]3[C:32](=[O:33])[C:31]4=[CH:34][CH:35]=[CH:36][CH:37]=[C:30]4[C:29]3=[O:38])[C:15]2=[O:23])[CH2:12][CH2:13]1. The catalyst class is: 3. (6) Reactant: [CH3:1][Mg]Br.[CH3:4][N:5]1[C:13]2[C:8](=[N:9][C:10]([C:20]#[N:21])=[C:11]([N:14]3[CH2:19][CH2:18][O:17][CH2:16][CH2:15]3)[CH:12]=2)[CH:7]=[CH:6]1.[BH4-].[Na+]. Product: [CH3:4][N:5]1[C:13]2[C:8](=[N:9][C:10]([CH:20]([NH2:21])[CH3:1])=[C:11]([N:14]3[CH2:15][CH2:16][O:17][CH2:18][CH2:19]3)[CH:12]=2)[CH:7]=[CH:6]1. The catalyst class is: 1. (7) Reactant: [CH2:1]([N:3]([CH2:17][CH3:18])[C:4]1[CH:13]=[C:12]2[C:7]([CH:8]=[C:9]([CH:15]=O)[C:10](=[O:14])[O:11]2)=[CH:6][CH:5]=1)[CH3:2].[C:19]([CH2:22][CH2:23][CH2:24][CH2:25][CH2:26][N+:27]1[CH:32]=[CH:31][C:30]([CH3:33])=[C:29]([S:34]([O-:37])(=[O:36])=[O:35])[CH:28]=1)([OH:21])=[O:20].[CH3:38][N+:39]([CH2:42][C:43]([OH:45])=[O:44])([CH3:41])[CH3:40]. Product: [C:19]([CH2:22][CH2:23][CH2:24][CH2:25][CH2:26][N+:27]1[CH:32]=[CH:31][C:30](/[CH:33]=[CH:15]/[C:9]2[C:10](=[O:14])[O:11][C:12]3[C:7]([CH:8]=2)=[CH:6][CH:5]=[C:4]([N:3]([CH2:17][CH3:18])[CH2:1][CH3:2])[CH:13]=3)=[C:29]([S:34]([O-:37])(=[O:36])=[O:35])[CH:28]=1)([OH:21])=[O:20].[CH3:38][N+:39]([CH2:42][C:43]([OH:45])=[O:44])([CH3:41])[CH3:40]. The catalyst class is: 24. (8) Reactant: [CH2:1]([O:3][C:4](=[O:18])[CH:5]([C:16]#[N:17])[C:6]1[CH:11]=[CH:10][C:9]([O:12][CH3:13])=[C:8]([O:14][CH3:15])[CH:7]=1)[CH3:2].[ClH:19]. Product: [ClH:19].[CH2:1]([O:3][C:4](=[O:18])[CH:5]([C:6]1[CH:11]=[CH:10][C:9]([O:12][CH3:13])=[C:8]([O:14][CH3:15])[CH:7]=1)[CH2:16][NH2:17])[CH3:2]. The catalyst class is: 29.